This data is from Full USPTO retrosynthesis dataset with 1.9M reactions from patents (1976-2016). The task is: Predict the reactants needed to synthesize the given product. (1) Given the product [CH3:14][C:13]1[CH:15]=[CH:16][C:10]([S:7]([O:6][CH2:1][C:2]#[C:3][CH2:4][CH3:5])(=[O:9])=[O:8])=[CH:11][CH:12]=1, predict the reactants needed to synthesize it. The reactants are: [CH2:1]([OH:6])[C:2]#[C:3][CH2:4][CH3:5].[S:7](Cl)([C:10]1[CH:16]=[CH:15][C:13]([CH3:14])=[CH:12][CH:11]=1)(=[O:9])=[O:8].[OH-].[K+]. (2) Given the product [NH2:41][C:40]1[C:39]2[C:34](=[CH:35][N:36]=[CH:37][CH:38]=2)[NH:33][C:26](=[O:28])[C:25]=1[C:23]1[NH:22][C:21]2[CH:31]=[CH:32][C:18]([N:15]3[CH2:14][CH2:13][N:12]([CH3:11])[CH2:17][CH2:16]3)=[CH:19][C:20]=2[N:24]=1, predict the reactants needed to synthesize it. The reactants are: [Li+].C[Si]([N-][Si](C)(C)C)(C)C.[CH3:11][N:12]1[CH2:17][CH2:16][N:15]([C:18]2[CH:32]=[CH:31][C:21]3[NH:22][C:23]([CH2:25][C:26]([O:28]CC)=O)=[N:24][C:20]=3[CH:19]=2)[CH2:14][CH2:13]1.[NH2:33][C:34]1[CH:35]=[N:36][CH:37]=[CH:38][C:39]=1[C:40]#[N:41]. (3) Given the product [Cl:1][C:2]1[N:7]=[CH:6][C:5]2[C:8]([C:14]3([CH3:19])[CH2:15][CH2:16][CH2:17][O:18]3)=[N:9][N:10]([CH:11]([CH3:12])[CH3:13])[C:4]=2[CH:3]=1, predict the reactants needed to synthesize it. The reactants are: [Cl:1][C:2]1[N:7]=[CH:6][C:5]2[C:8]([C:14](=[CH2:19])[CH2:15][CH2:16][CH2:17][OH:18])=[N:9][N:10]([CH:11]([CH3:13])[CH3:12])[C:4]=2[CH:3]=1.FC(F)(F)S([N-]S(C(F)(F)F)(=O)=O)(=O)=O.[Ca+2].FC(S([N-]S(C(F)(F)F)(=O)=O)(=O)=O)(F)F. (4) Given the product [F:1][C:2]([F:16])([F:17])[C:3]([F:15])([C:11]([F:12])([F:13])[F:14])[CH2:4][CH:5]([I:10])[C:6]([F:9])([F:8])[F:7].[F:7][C:6]([F:8])([F:9])[CH:5]=[CH:4][C:3]([F:15])([C:2]([F:1])([F:16])[F:17])[C:11]([F:14])([F:13])[F:12], predict the reactants needed to synthesize it. The reactants are: [F:1][C:2]([F:17])([F:16])[C:3]([F:15])([C:11]([F:14])([F:13])[F:12])[CH2:4][CH:5]([I:10])[C:6]([F:9])([F:8])[F:7].C(O)C=C.N(C(C)(C)C#N)=NC(C)(C)C#N. (5) Given the product [Cl:1][C:2]1[CH:7]=[CH:6][C:5]([CH:8]2[C:9]3[N:37]([CH3:36])[N:38]=[C:17]([CH:19]4[CH2:21][CH2:20]4)[C:16]=3[C:15](=[O:22])[N:14]2[C:23]2[CH:24]=[C:25]([CH3:35])[C:26]3[N:27]([C:29]([CH:32]([F:34])[F:33])=[N:30][N:31]=3)[CH:28]=2)=[CH:4][CH:3]=1, predict the reactants needed to synthesize it. The reactants are: [Cl:1][C:2]1[CH:7]=[CH:6][C:5]([CH:8]([N:14]([C:23]2[CH:24]=[C:25]([CH3:35])[C:26]3[N:27]([C:29]([CH:32]([F:34])[F:33])=[N:30][N:31]=3)[CH:28]=2)[C:15](=[O:22])[CH2:16][C:17]([CH:19]2[CH2:21][CH2:20]2)=O)[C:9](OCC)=O)=[CH:4][CH:3]=1.[CH3:36][NH:37][NH2:38]. (6) Given the product [NH2:9][C:3]1[N:4]=[CH:5][N:6]=[C:7]([NH:10][CH2:11][CH:12]2[CH2:13][CH2:14][N:15]([C:18](=[O:20])[CH:47]=[CH2:48])[CH2:16][CH2:17]2)[C:2]=1[C:35]1[CH:36]=[CH:37][C:32]([CH2:25][C:26]2[CH:31]=[CH:30][CH:29]=[CH:28][CH:27]=2)=[CH:33][CH:34]=1, predict the reactants needed to synthesize it. The reactants are: Cl[C:2]1[C:3]([NH2:9])=[N:4][CH:5]=[N:6][C:7]=1Cl.[NH2:10][CH2:11][CH:12]1[CH2:17][CH2:16][N:15]([C:18]([O:20]C(C)(C)C)=O)[CH2:14][CH2:13]1.[CH2:25]([C:32]1[CH:37]=[CH:36][C:35](B2OC(C)(C)C(C)(C)O2)=[CH:34][CH:33]=1)[C:26]1[CH:31]=[CH:30][CH:29]=[CH:28][CH:27]=1.[C:47](Cl)(=O)[CH:48]=C. (7) The reactants are: [CH:1]1([C:4]([NH:6][NH:7][C:8]([CH:10]2[CH2:15][CH2:14][N:13]([C:16]([O:18][C:19]([CH3:22])([CH3:21])[CH3:20])=[O:17])[CH2:12][CH2:11]2)=[O:9])=O)[CH2:3][CH2:2]1.CC[N+](S(N=C(OC)[O-])(=O)=O)(CC)CC. Given the product [CH:1]1([C:4]2[O:9][C:8]([CH:10]3[CH2:15][CH2:14][N:13]([C:16]([O:18][C:19]([CH3:22])([CH3:21])[CH3:20])=[O:17])[CH2:12][CH2:11]3)=[N:7][N:6]=2)[CH2:3][CH2:2]1, predict the reactants needed to synthesize it. (8) Given the product [NH2:15][C:7]1[C:6]([C:4]([C:21]2[CH:22]=[CH:23][C:18]([F:17])=[CH:19][CH:20]=2)=[O:5])=[CH:11][N:10]=[C:9]([S:12][CH2:13][CH3:14])[N:8]=1, predict the reactants needed to synthesize it. The reactants are: CON(C)[C:4]([C:6]1[C:7]([NH2:15])=[N:8][C:9]([S:12][CH2:13][CH3:14])=[N:10][CH:11]=1)=[O:5].[F:17][C:18]1[CH:23]=[CH:22][C:21]([Mg]Br)=[CH:20][CH:19]=1.